This data is from Reaction yield outcomes from USPTO patents with 853,638 reactions. The task is: Predict the reaction yield, written as a fraction of the theoretical maximum amount of product (1.0 means a 100% yield; for example, 0.34 means a 34% yield). (1) The reactants are [Cl:1][C:2]1[CH:9]=[CH:8][C:5]([CH:6]=O)=[CH:4][CH:3]=1.[C:10]([O:16][CH2:17][CH3:18])(=[O:15])[CH2:11]C([O-])=O. No catalyst specified. The product is [Cl:1][C:2]1[CH:9]=[CH:8][C:5]([CH:6]=[CH:11][C:10]([O:16][CH2:17][CH3:18])=[O:15])=[CH:4][CH:3]=1. The yield is 0.890. (2) The yield is 0.850. The reactants are [C:1]1(/[CH:7]=[CH:8]/[C:9]2[CH:14]=[CH:13][CH:12]=[CH:11][CH:10]=2)[CH:6]=[CH:5][CH:4]=[CH:3][CH:2]=1.[OH:15]OS([O-])=O.[K+].C([O-])([O-])=O.[K+].[K+]. The catalyst is C(#N)C.C(N(CC([O-])=O)CC(O)=O)CN(CC([O-])=O)CC(O)=O.[Na+].[Na+].S([O-])(O)(=O)=O.C([N+](CCCC)(CCCC)CCCC)CCC.O. The product is [CH:4]1[CH:3]=[CH:2][C:1]([C@H:7]2[O:15][C@@H:8]2[C:9]2[CH:10]=[CH:11][CH:12]=[CH:13][CH:14]=2)=[CH:6][CH:5]=1.